From a dataset of Catalyst prediction with 721,799 reactions and 888 catalyst types from USPTO. Predict which catalyst facilitates the given reaction. (1) Reactant: [C:1]([C:3]1[CH:8]=[CH:7][CH:6]=[CH:5][C:4]=1[C:9]1[CH:14]=[CH:13][C:12]([C:15](OCC)=O)=[CH:11][C:10]=1[O:20][CH3:21])#[N:2].[BH4-].[Li+].[C:24]([O:27][CH2:28][CH3:29])(=[O:26])[CH3:25].[Cl-].[NH4+]. Product: [C:1]([C:3]1[CH:8]=[CH:7][CH:6]=[CH:5][C:4]=1[C:9]1[CH:14]=[CH:13][C:12]([CH2:15][CH:25]([C:10](=[O:20])[CH2:9][CH2:4][CH3:3])[C:24]([O:27][CH2:28][CH3:29])=[O:26])=[CH:11][C:10]=1[O:20][CH3:21])#[N:2]. The catalyst class is: 7. (2) Reactant: C([O:3][C:4](=[O:36])[C:5]([CH3:35])([O:7][C:8]1[CH:13]=[CH:12][C:11]([O:14][CH2:15][CH2:16][C:17]2[N:18]=[C:19]([C:23]3[CH:28]=[CH:27][C:26]([C:29]4[N:34]=[CH:33][CH:32]=[CH:31][N:30]=4)=[CH:25][CH:24]=3)[O:20][C:21]=2[CH3:22])=[CH:10][CH:9]=1)[CH3:6])C.[OH-].[Na+]. Product: [CH3:35][C:5]([O:7][C:8]1[CH:9]=[CH:10][C:11]([O:14][CH2:15][CH2:16][C:17]2[N:18]=[C:19]([C:23]3[CH:24]=[CH:25][C:26]([C:29]4[N:34]=[CH:33][CH:32]=[CH:31][N:30]=4)=[CH:27][CH:28]=3)[O:20][C:21]=2[CH3:22])=[CH:12][CH:13]=1)([CH3:6])[C:4]([OH:36])=[O:3]. The catalyst class is: 353.